From a dataset of Ames mutagenicity test results for genotoxicity prediction. Regression/Classification. Given a drug SMILES string, predict its toxicity properties. Task type varies by dataset: regression for continuous values (e.g., LD50, hERG inhibition percentage) or binary classification for toxic/non-toxic outcomes (e.g., AMES mutagenicity, cardiotoxicity, hepatotoxicity). Dataset: ames. (1) The molecule is C=CCc1ccc(O)c(O)c1. The result is 1 (mutagenic). (2) The compound is CC(=O)OCc1ccccc1. The result is 0 (non-mutagenic). (3) The compound is CCOc1ccc(NC(N)=O)cc1. The result is 0 (non-mutagenic). (4) The molecule is OCC(CO)(CCBr)CCBr. The result is 1 (mutagenic). (5) The compound is Clc1ccc(-c2nc3ccccc3o2)cc1. The result is 0 (non-mutagenic). (6) The compound is O=S1(=O)c2cccc3ccc4c5ccccc5cc1c4c23. The result is 1 (mutagenic). (7) The molecule is CCCCCc1cc(O)cc(O)c1. The result is 0 (non-mutagenic).